This data is from Catalyst prediction with 721,799 reactions and 888 catalyst types from USPTO. The task is: Predict which catalyst facilitates the given reaction. (1) Reactant: [Br:1][C:2]1[N:3]=[C:4](C(Cl)C2C=CC=C(CC)C=2)[N:5]([C:7]([C:20]2[CH:25]=[CH:24][CH:23]=[CH:22][CH:21]=2)([C:14]2[CH:19]=[CH:18][CH:17]=[CH:16][CH:15]=2)[C:8]2[CH:13]=[CH:12][CH:11]=[CH:10][CH:9]=2)[CH:6]=1.CC[N:38]([CH:42]([CH3:44])[CH3:43])[CH:39]([CH3:41])C.N[C:46]1[CH:53]=[CH:52][C:49]([C:50]#N)=[CH:48][CH:47]=1.C(Cl)Cl. Product: [Br:1][C:2]1[N:3]=[C:4]([N:38]([CH2:39][C:41]2[CH:46]=[CH:53][CH:52]=[C:49]([CH2:48][CH3:47])[CH:50]=2)[C:42]2[CH:43]=[CH:13][C:8]([C:7]#[N:5])=[CH:9][CH:44]=2)[N:5]([C:7]([C:20]2[CH:25]=[CH:24][CH:23]=[CH:22][CH:21]=2)([C:8]2[CH:9]=[CH:10][CH:11]=[CH:12][CH:13]=2)[C:14]2[CH:15]=[CH:16][CH:17]=[CH:18][CH:19]=2)[CH:6]=1. The catalyst class is: 210. (2) Reactant: NC1C=CNN=1.O/[CH:8]=[C:9]1\[C:10](=[O:18])[NH:11][C:12]2[C:17]\1=[CH:16][CH:15]=[CH:14][CH:13]=2.[CH3:19][O:20][C:21]1[CH:26]=[CH:25][C:24]([C:27]2[CH:28]=[C:29]([NH2:32])[NH:30][N:31]=2)=[CH:23][CH:22]=1. Product: [CH3:19][O:20][C:21]1[CH:22]=[CH:23][C:24]([C:27]2[CH:28]=[C:29]([NH:32][CH:8]=[C:9]3[C:17]4[C:12](=[CH:13][CH:14]=[CH:15][CH:16]=4)[NH:11][C:10]3=[O:18])[NH:30][N:31]=2)=[CH:25][CH:26]=1. The catalyst class is: 7. (3) Reactant: Cl.[Cl:2][C:3]1[CH:11]=[C:10]([O:12][CH2:13][CH2:14][CH2:15][N:16]2[CH2:21][CH2:20][CH2:19][CH2:18][CH2:17]2)[CH:9]=[CH:8][C:4]=1[C:5](Cl)=[O:6].CC[N:24]([CH2:27][C:28]1[CH:33]=[CH:32][CH:31]=[CH:30][CH:29]=1)[CH2:25]C.C=CC1C=CC=CC=1.C=CC1C=CC(C=C)=CC=1.C1C2C(=CC=CC=2)CN1. Product: [ClH:2].[Cl:2][C:3]1[CH:11]=[C:10]([O:12][CH2:13][CH2:14][CH2:15][N:16]2[CH2:21][CH2:20][CH2:19][CH2:18][CH2:17]2)[CH:9]=[CH:8][C:4]=1[C:5]([N:24]1[CH2:25][C:29]2[C:28](=[CH:33][CH:32]=[CH:31][CH:30]=2)[CH2:27]1)=[O:6]. The catalyst class is: 2. (4) The catalyst class is: 317. Product: [C:10]([O:9][C:8](=[O:14])[NH:7][CH:4]1[CH2:3][CH2:2][N:1]([C:26](=[O:27])[CH2:25][Cl:24])[CH2:6][CH2:5]1)([CH3:11])([CH3:13])[CH3:12]. Reactant: [NH:1]1[CH2:6][CH2:5][CH:4]([NH:7][C:8](=[O:14])[O:9][C:10]([CH3:13])([CH3:12])[CH3:11])[CH2:3][CH2:2]1.CCN(C(C)C)C(C)C.[Cl:24][CH2:25][C:26](Cl)=[O:27].Cl. (5) Reactant: [Al].[CH2:2](Br)[C:3]#[CH:4].[O:6]1[CH2:11][CH2:10][CH2:9][O:8][CH:7]1[C:12]1[CH:17]=[CH:16][CH:15]=[CH:14][C:13]=1[C:18]([CH3:27])([CH3:26])[CH2:19][C:20](=[O:25])[C:21]([F:24])([F:23])[F:22].C1(C2OCCCO2)C=CC=CC=1.C([Al])C#C. Product: [CH3:26][C:18]1([CH3:27])[CH2:19][C:20]([CH2:4][C:3]#[CH:2])([C:21]([F:23])([F:24])[F:22])[O:25][CH:7]([O:8][CH2:9][CH2:10][CH2:11][OH:6])[C:12]2[CH:17]=[CH:16][CH:15]=[CH:14][C:13]1=2. The catalyst class is: 1. (6) Reactant: [F:1][C:2]1[CH:7]=[CH:6][C:5]([C:8]2([C:15]3[CH:20]=[CH:19][C:18]([F:21])=[CH:17][CH:16]=3)[CH2:13][CH2:12][CH2:11][NH:10][C:9]2=[O:14])=[CH:4][CH:3]=1.CC(C)([O-])C.[K+].Br[CH2:29][C:30]([O:32][CH2:33][CH3:34])=[O:31]. Product: [F:21][C:18]1[CH:17]=[CH:16][C:15]([C:8]2([C:5]3[CH:4]=[CH:3][C:2]([F:1])=[CH:7][CH:6]=3)[CH2:13][CH2:12][CH2:11][N:10]([CH2:29][C:30]([O:32][CH2:33][CH3:34])=[O:31])[C:9]2=[O:14])=[CH:20][CH:19]=1. The catalyst class is: 7. (7) Product: [NH2:17][C@H:12]1[CH2:13][CH2:14][CH2:15][CH2:16][C@H:11]1[NH:10][C:8]1[CH:7]=[CH:6][C:3]([C:4]#[N:5])=[C:2]([NH:1][C:19]2[CH:24]=[C:23]([CH3:25])[CH:22]=[C:21]([CH3:26])[N:20]=2)[CH:9]=1. Reactant: [NH2:1][C:2]1[CH:9]=[C:8]([NH:10][C@@H:11]2[CH2:16][CH2:15][CH2:14][CH2:13][C@@H:12]2[NH2:17])[CH:7]=[CH:6][C:3]=1[C:4]#[N:5].Cl[C:19]1[CH:24]=[C:23]([CH3:25])[CH:22]=[C:21]([CH3:26])[N:20]=1.C(=O)([O-])[O-].[Cs+].[Cs+].CC1(C)C2C(=C(P(C3C=CC=CC=3)C3C=CC=CC=3)C=CC=2)OC2C(P(C3C=CC=CC=3)C3C=CC=CC=3)=CC=CC1=2. The catalyst class is: 167. (8) Reactant: [Cl:1][C:2]1[CH:7]=[C:6]([N:8]2[CH2:13][CH2:12][O:11][CH2:10][CH2:9]2)[CH:5]=[CH:4][C:3]=1[CH2:14][N:15]1[CH2:20][CH2:19][N:18](C(OC(C)(C)C)=O)[C@@H:17]([CH3:28])[CH2:16]1.FC(F)(F)C(O)=O. Product: [Cl:1][C:2]1[CH:7]=[C:6]([N:8]2[CH2:13][CH2:12][O:11][CH2:10][CH2:9]2)[CH:5]=[CH:4][C:3]=1[CH2:14][N:15]1[CH2:20][CH2:19][NH:18][C@@H:17]([CH3:28])[CH2:16]1. The catalyst class is: 4. (9) Reactant: [CH3:1][O:2][C:3]1[CH:4]=[C:5]([C:12]([N@@:14]2[CH2:16][CH:15]2[CH3:17])=[O:13])[CH:6]=[CH:7][C:8]=1[N+:9]([O-])=O. Product: [NH2:9][C:8]1[CH:7]=[CH:6][C:5]([C:12]([N@@:14]2[CH2:16][CH:15]2[CH3:17])=[O:13])=[CH:4][C:3]=1[O:2][CH3:1]. The catalyst class is: 19.